This data is from Full USPTO retrosynthesis dataset with 1.9M reactions from patents (1976-2016). The task is: Predict the reactants needed to synthesize the given product. (1) Given the product [CH2:22]([N:7]1[C:8]2[C:4](=[CH:3][C:2]([Cl:1])=[CH:10][CH:9]=2)[CH:5]=[C:6]1[C:11]([O:13][CH2:14][CH3:15])=[O:12])[C:23]1[CH:28]=[CH:27][CH:26]=[CH:25][CH:24]=1, predict the reactants needed to synthesize it. The reactants are: [Cl:1][C:2]1[CH:3]=[C:4]2[C:8](=[CH:9][CH:10]=1)[NH:7][C:6]([C:11]([O:13][CH2:14][CH3:15])=[O:12])=[CH:5]2.C(=O)([O-])[O-].[K+].[K+].[CH2:22](Cl)[C:23]1[CH:28]=[CH:27][CH:26]=[CH:25][CH:24]=1. (2) Given the product [N+:19]([C:22]1[CH:23]=[C:24]([NH:25][C:2]2[CH:17]=[C:6]3[C:7]4[C:12]([CH2:13][CH2:14][N:5]3[C:4](=[O:18])[N:3]=2)=[CH:11][C:10]([O:15][CH3:16])=[CH:9][CH:8]=4)[CH:26]=[CH:27][CH:28]=1)([O-:21])=[O:20], predict the reactants needed to synthesize it. The reactants are: Cl[C:2]1[CH:17]=[C:6]2[C:7]3[C:12]([CH2:13][CH2:14][N:5]2[C:4](=[O:18])[N:3]=1)=[CH:11][C:10]([O:15][CH3:16])=[CH:9][CH:8]=3.[N+:19]([C:22]1[CH:23]=[C:24]([CH:26]=[CH:27][CH:28]=1)[NH2:25])([O-:21])=[O:20]. (3) Given the product [CH3:18][O:17][CH:16]([O:19][CH3:20])[CH2:15][S:13][C:10]1[CH:11]=[CH:12][C:7]([O:6][CH3:5])=[CH:8][CH:9]=1, predict the reactants needed to synthesize it. The reactants are: [O-]CC.[Na+].[CH3:5][O:6][C:7]1[CH:12]=[CH:11][C:10]([SH:13])=[CH:9][CH:8]=1.Br[CH2:15][CH:16]([O:19][CH3:20])[O:17][CH3:18]. (4) Given the product [CH2:19]([O:26][C:27](=[O:39])/[N:28]=[C:29](\[NH2:38])/[C:30]1[CH:31]=[CH:32][C:33]([CH2:36][NH:37][C:5](=[O:7])[CH:4]([O:3][CH2:1][CH3:2])[N:8]2[CH2:16][C:15]3[C:10](=[CH:11][C:12]([CH3:17])=[CH:13][CH:14]=3)[C:9]2=[O:18])=[CH:34][CH:35]=1)[C:20]1[CH:25]=[CH:24][CH:23]=[CH:22][CH:21]=1, predict the reactants needed to synthesize it. The reactants are: [CH2:1]([O:3][CH:4]([N:8]1[CH2:16][C:15]2[C:10](=[CH:11][C:12]([CH3:17])=[CH:13][CH:14]=2)[C:9]1=[O:18])[C:5]([OH:7])=O)[CH3:2].[CH2:19]([O:26][C:27](=[O:39])/[N:28]=[C:29](\[NH2:38])/[C:30]1[CH:35]=[CH:34][C:33]([CH2:36][NH2:37])=[CH:32][CH:31]=1)[C:20]1[CH:25]=[CH:24][CH:23]=[CH:22][CH:21]=1. (5) Given the product [ClH:22].[F:1][C:2]([F:16])([F:15])[C:3]1[CH:10]=[C:9]([C:11]([F:14])([F:13])[F:12])[CH:8]=[CH:7][C:4]=1[CH:5]=[N:21][NH:20][C:17]([NH2:19])=[NH:18], predict the reactants needed to synthesize it. The reactants are: [F:1][C:2]([F:16])([F:15])[C:3]1[CH:10]=[C:9]([C:11]([F:14])([F:13])[F:12])[CH:8]=[CH:7][C:4]=1[CH:5]=O.[C:17]([NH:20][NH2:21])([NH2:19])=[NH:18].[ClH:22]. (6) Given the product [CH3:16][S:13]([NH:12][C:10]([C:6]1[CH:5]=[C:4]([CH:9]=[CH:8][CH:7]=1)[C:3]([OH:17])=[O:2])=[O:11])(=[O:15])=[O:14], predict the reactants needed to synthesize it. The reactants are: C[O:2][C:3](=[O:17])[C:4]1[CH:9]=[CH:8][CH:7]=[C:6]([C:10]([NH:12][S:13]([CH3:16])(=[O:15])=[O:14])=[O:11])[CH:5]=1.O.[OH-].[Li+].Cl. (7) Given the product [CH:16]([O:12][CH2:11][CH2:10][O:9][CH2:8][CH2:7][O:6][CH2:5][CH2:4][O:3][CH2:1][CH2:2][O:13][CH2:29][CH2:28][O:27][CH2:31][CH3:30])=[CH2:17], predict the reactants needed to synthesize it. The reactants are: [CH2:1]([O:3][CH2:4][CH2:5][O:6][CH2:7][CH2:8][O:9][CH2:10][CH2:11][OH:12])[CH3:2].[OH-:13].[Na+].O.[C:16]1(C)C=CC(S(Cl)(=O)=O)=C[CH:17]=1.[O:27]1[CH2:31][CH2:30][CH2:29][CH2:28]1. (8) Given the product [OH:15][CH2:14][CH2:16][NH:17][C:11](=[O:13])[CH2:10][C:6]1[CH:7]=[CH:8][CH:9]=[C:4]([N+:1]([O-:3])=[O:2])[CH:5]=1, predict the reactants needed to synthesize it. The reactants are: [N+:1]([C:4]1[CH:5]=[C:6]([CH2:10][C:11]([OH:13])=O)[CH:7]=[CH:8][CH:9]=1)([O-:3])=[O:2].[CH2:14]([CH2:16][NH2:17])[OH:15].C(N(CC)CC)C.F[P-](F)(F)(F)(F)F.N1(O[P+](N2CCCC2)(N2CCCC2)N2CCCC2)C2C=CC=CC=2N=N1. (9) Given the product [C:2]1([NH:1][S:19]([C:13]2[CH:18]=[CH:17][CH:16]=[CH:15][CH:14]=2)(=[O:21])=[O:20])[CH:7]=[CH:6][CH:5]=[CH:4][CH:3]=1, predict the reactants needed to synthesize it. The reactants are: [NH2:1][C:2]1[CH:7]=[CH:6][CH:5]=[CH:4][CH:3]=1.C(=O)(O)[O-].[Na+].[C:13]1([S:19](Cl)(=[O:21])=[O:20])[CH:18]=[CH:17][CH:16]=[CH:15][CH:14]=1.